From a dataset of Reaction yield outcomes from USPTO patents with 853,638 reactions. Predict the reaction yield, written as a fraction of the theoretical maximum amount of product (1.0 means a 100% yield; for example, 0.34 means a 34% yield). The reactants are [NH2:1][CH2:2][C:3]1[CH:10]=[CH:9][C:6]([CH2:7][OH:8])=[CH:5][CH:4]=1.[N:11]1[CH:16]=[CH:15][CH:14]=[CH:13][C:12]=1[C:17](O)=[O:18].ON1C2C=CC=CC=2N=N1.C(N(CC)C(C)C)(C)C.Cl.CN(C)CCCN=C=NCC. The catalyst is CN(C=O)C. The product is [OH:8][CH2:7][C:6]1[CH:9]=[CH:10][C:3]([CH2:2][NH:1][C:17]([C:12]2[CH:13]=[CH:14][CH:15]=[CH:16][N:11]=2)=[O:18])=[CH:4][CH:5]=1. The yield is 0.950.